Dataset: Reaction yield outcomes from USPTO patents with 853,638 reactions. Task: Predict the reaction yield, written as a fraction of the theoretical maximum amount of product (1.0 means a 100% yield; for example, 0.34 means a 34% yield). (1) The reactants are O1CCCCC1[N:7]1[C:15]2[C:10](=[CH:11][C:12]([C:16]3[N:20]=[CH:19][N:18](C(C4C=CC=CC=4)(C4C=CC=CC=4)C4C=CC=CC=4)[N:17]=3)=[CH:13][CH:14]=2)[C:9]([C:40]2[CH:45]=[CH:44][C:43]([NH2:46])=[CH:42][CH:41]=2)=[N:8]1.[CH3:47][O:48][CH2:49][C:50](Cl)=[O:51].C(N(CC)CC)C. The catalyst is O1CCCC1. The product is [NH:18]1[CH:19]=[N:20][C:16]([C:12]2[CH:11]=[C:10]3[C:15](=[CH:14][CH:13]=2)[NH:7][N:8]=[C:9]3[C:40]2[CH:45]=[CH:44][C:43]([NH:46][C:50](=[O:51])[CH2:49][O:48][CH3:47])=[CH:42][CH:41]=2)=[N:17]1. The yield is 0.0900. (2) The reactants are [S:1]1[C:5]2[CH:6]=[C:7]([NH2:10])[CH:8]=[CH:9][C:4]=2[N:3]=[CH:2]1.[Br:11]Br. The catalyst is C(Cl)(Cl)Cl. The product is [Br:11][C:6]1[C:5]2[S:1][CH:2]=[N:3][C:4]=2[CH:9]=[CH:8][C:7]=1[NH2:10]. The yield is 0.800. (3) The reactants are [N+:1]([C:4]([C:11]1[CH:20]=[CH:19][C:18]2[C:13](=[CH:14][CH:15]=[C:16]([O:21][C@H:22]3[CH2:27][CH2:26][C@H:25]([C:28]([F:31])([F:30])[F:29])[CH2:24][CH2:23]3)[CH:17]=2)[CH:12]=1)([CH3:10])[CH2:5][CH2:6][C:7]([OH:9])=[O:8])([O-:3])=[O:2].COC(=O)CCCC. No catalyst specified. The product is [N+:1]([C:4]([C:11]1[CH:20]=[CH:19][C:18]2[C:13](=[CH:14][CH:15]=[C:16]([O:21][C@H:22]3[CH2:23][CH2:24][C@@H:25]([C:28]([F:29])([F:30])[F:31])[CH2:26][CH2:27]3)[C:17]=2[C:28]([F:31])([F:30])[F:29])[CH:12]=1)([CH3:10])[CH2:5][CH2:6][C:7]([OH:9])=[O:8])([O-:3])=[O:2]. The yield is 0.930.